Dataset: Reaction yield outcomes from USPTO patents with 853,638 reactions. Task: Predict the reaction yield, written as a fraction of the theoretical maximum amount of product (1.0 means a 100% yield; for example, 0.34 means a 34% yield). The reactants are [I:1][C:2]1[CH:3]=[CH:4][C:5]2[N:6]([CH:8]=[C:9]([NH:11]C(=O)OC(C)(C)C)[N:10]=2)[N:7]=1.Cl.C(OCC)(=O)C.C(OCC)C. The catalyst is C(OCC)(=O)C. The product is [I:1][C:2]1[CH:3]=[CH:4][C:5]2[N:6]([CH:8]=[C:9]([NH2:11])[N:10]=2)[N:7]=1. The yield is 0.670.